From a dataset of Full USPTO retrosynthesis dataset with 1.9M reactions from patents (1976-2016). Predict the reactants needed to synthesize the given product. (1) Given the product [C:1]([C:5]1[CH:6]=[C:7]2[C:12](=[C:13]([F:15])[CH:14]=1)[C:11](=[O:16])[N:10]([C:17]1[C:22]([CH2:23][OH:24])=[C:21]([C:25]3[CH:26]=[C:27]([C:31]([NH2:33])=[O:32])[N:28]([CH3:30])[CH:29]=3)[CH:20]=[CH:19][N:18]=1)[N:9]=[CH:8]2)([CH3:4])([CH3:2])[CH3:3], predict the reactants needed to synthesize it. The reactants are: [C:1]([C:5]1[CH:6]=[C:7]2[C:12](=[C:13]([F:15])[CH:14]=1)[C:11](=[O:16])[N:10]([C:17]1[C:22]([CH:23]=[O:24])=[C:21]([C:25]3[CH:26]=[C:27]([C:31]([NH2:33])=[O:32])[N:28]([CH3:30])[CH:29]=3)[CH:20]=[CH:19][N:18]=1)[N:9]=[CH:8]2)([CH3:4])([CH3:3])[CH3:2].C(Cl)Cl.CO.[BH4-].[Na+]. (2) Given the product [O:27]1[C:31]2[CH:32]=[CH:33][C:34]([CH2:36][NH:37][C:38]([N:4]3[CH2:5][CH2:6][N:1]([C:7]4[C:8]5[O:15][C:14]6[CH:16]=[CH:17][CH:18]=[CH:19][C:13]=6[C:9]=5[N:10]=[CH:11][N:12]=4)[CH2:2][CH2:3]3)=[S:39])=[CH:35][C:30]=2[O:29][CH2:28]1, predict the reactants needed to synthesize it. The reactants are: [N:1]1([C:7]2[C:8]3[O:15][C:14]4[CH:16]=[CH:17][CH:18]=[CH:19][C:13]=4[C:9]=3[N:10]=[CH:11][N:12]=2)[CH2:6][CH2:5][NH:4][CH2:3][CH2:2]1.N1C=CC=CC=1.[Cl-].[O:27]1[C:31]2[CH:32]=[CH:33][C:34]([CH2:36][NH:37][CH:38]=[S:39])=[CH:35][C:30]=2[O:29][CH2:28]1.CO. (3) Given the product [F:1][C:2]1[CH:3]=[CH:4][C:5]([C:13]2[C:18]([CH3:19])=[CH:17][C:16]([C:20]3[C:29]4[C:24](=[CH:25][C:26]([S:30]([NH:33][C:34]5[CH:38]=[CH:37][O:36][N:35]=5)(=[O:31])=[O:32])=[CH:27][CH:28]=4)[N:23]=[CH:22][N:21]=3)=[C:15]([O:39][CH3:40])[CH:14]=2)=[N:6][C:7]=1[CH3:8], predict the reactants needed to synthesize it. The reactants are: [F:1][C:2]1[CH:3]=[CH:4][C:5](B(O)O)=[N:6][C:7]=1[CH3:8].Cl[C:13]1[C:18]([CH3:19])=[CH:17][C:16]([C:20]2[C:29]3[C:24](=[CH:25][C:26]([S:30]([NH:33][C:34]4[CH:38]=[CH:37][O:36][N:35]=4)(=[O:32])=[O:31])=[CH:27][CH:28]=3)[N:23]=[CH:22][N:21]=2)=[C:15]([O:39][CH3:40])[CH:14]=1.P([O-])([O-])([O-])=O.[K+].[K+].[K+].Cl. (4) The reactants are: C(C=P(CCCC)(CCCC)CCCC)#N.[C:17]([O:21][C:22]([N:24]1[C@H:29]([CH2:30]O)[CH2:28][O:27][C@H:26]([CH2:32][CH2:33][C:34]2[CH:39]=[CH:38][CH:37]=[CH:36][C:35]=2[NH:40][C:41](=[O:61])[C@@H:42]([NH:56][C:57]([O:59][CH3:60])=[O:58])[CH:43]([C:50]2[CH:55]=[CH:54][CH:53]=[CH:52][CH:51]=2)[C:44]2[CH:49]=[CH:48][CH:47]=[CH:46][CH:45]=2)[CH2:25]1)=[O:23])([CH3:20])([CH3:19])[CH3:18].[C:62]1([SH:68])[CH:67]=[CH:66][CH:65]=[CH:64][CH:63]=1. Given the product [CH3:60][O:59][C:57]([NH:56][C@H:42]([C:41]([NH:40][C:35]1[CH:36]=[CH:37][CH:38]=[CH:39][C:34]=1[CH2:33][CH2:32][C@H:26]1[O:27][CH2:28][C@@H:29]([CH2:30][S:68][C:62]2[CH:67]=[CH:66][CH:65]=[CH:64][CH:63]=2)[N:24]([C:22]([O:21][C:17]([CH3:20])([CH3:18])[CH3:19])=[O:23])[CH2:25]1)=[O:61])[CH:43]([C:50]1[CH:51]=[CH:52][CH:53]=[CH:54][CH:55]=1)[C:44]1[CH:49]=[CH:48][CH:47]=[CH:46][CH:45]=1)=[O:58], predict the reactants needed to synthesize it.